This data is from Forward reaction prediction with 1.9M reactions from USPTO patents (1976-2016). The task is: Predict the product of the given reaction. Given the reactants Br[C:2]1[CH:7]=[C:6](Br)[CH:5]=[C:4]([Br:9])[CH:3]=1.[CH3:10][C:11]1[CH:23]=[CH:22][C:14]([NH:15][C:16]2[CH:21]=[CH:20][CH:19]=[CH:18][CH:17]=2)=[CH:13][CH:12]=1.[CH:37]1[CH:42]=[CH:41][C:40](P([C:37]2[CH:42]=[CH:41][CH:40]=[CH:39][CH:38]=2)[C:37]2[CH:42]=[CH:41][CH:40]=[CH:39][CH:38]=2)=[CH:39][CH:38]=1.[CH3:43][C:44]([O-])([CH3:46])[CH3:45].[Na+], predict the reaction product. The product is: [Br:9][C:4]1[CH:5]=[C:6]([N:15]([C:37]2[CH:38]=[CH:39][CH:40]=[CH:41][CH:42]=2)[C:14]2[CH:22]=[CH:45][C:44]([CH3:46])=[CH:43][CH:13]=2)[CH:7]=[C:2]([N:15]([C:16]2[CH:21]=[CH:20][CH:19]=[CH:18][CH:17]=2)[C:14]2[CH:22]=[CH:23][C:11]([CH3:10])=[CH:12][CH:13]=2)[CH:3]=1.